From a dataset of Forward reaction prediction with 1.9M reactions from USPTO patents (1976-2016). Predict the product of the given reaction. (1) Given the reactants [NH2:1][C:2]1[C:3]([N:23]2[CH2:28][CH2:27][N:26]([C:29]3[CH:34]=[CH:33][CH:32]=[CH:31][C:30]=3[CH3:35])[CH2:25][CH2:24]2)=[CH:4][C:5]([CH:20]2[CH2:22][CH2:21]2)=[C:6]([CH:19]=1)[C:7]([NH:9][CH2:10][CH2:11][CH2:12][N:13]1[CH2:17][CH2:16][CH2:15][C:14]1=[O:18])=[O:8].C(N(CC)C(C)C)(C)C.[O:45]1[CH:49]=[CH:48][CH:47]=[C:46]1[C:50](Cl)=[O:51], predict the reaction product. The product is: [CH:20]1([C:5]2[C:6]([C:7](=[O:8])[NH:9][CH2:10][CH2:11][CH2:12][N:13]3[CH2:17][CH2:16][CH2:15][C:14]3=[O:18])=[CH:19][C:2]([NH:1][C:50]([C:46]3[O:45][CH:49]=[CH:48][CH:47]=3)=[O:51])=[C:3]([N:23]3[CH2:24][CH2:25][N:26]([C:29]4[CH:34]=[CH:33][CH:32]=[CH:31][C:30]=4[CH3:35])[CH2:27][CH2:28]3)[CH:4]=2)[CH2:21][CH2:22]1. (2) Given the reactants [CH3:1][S:2](Cl)(=[O:4])=[O:3].[Cl:6][C:7]1[CH:26]=[CH:25][C:24]([CH2:27][CH2:28][C@H:29]([OH:32])[CH2:30][OH:31])=[CH:23][C:8]=1[C:9]([NH:11][CH2:12][C:13]12[CH2:22][CH:17]3[CH2:18][CH:19]([CH2:21][CH:15]([CH2:16]3)[CH2:14]1)[CH2:20]2)=[O:10].C(N(CC)CC)C, predict the reaction product. The product is: [Cl:6][C:7]1[CH:26]=[CH:25][C:24]([CH2:27][CH2:28][C@H:29]([OH:32])[CH2:30][O:31][S:2]([CH3:1])(=[O:4])=[O:3])=[CH:23][C:8]=1[C:9]([NH:11][CH2:12][C:13]12[CH2:20][CH:19]3[CH2:18][CH:17]([CH2:16][CH:15]([CH2:21]3)[CH2:14]1)[CH2:22]2)=[O:10]. (3) Given the reactants [F:1][C:2]([F:7])([F:6])[C:3]([OH:5])=[O:4].C(OC([NH:15][C:16]1[CH:17]=[C:18]([C:22]2[CH:31]=[CH:30][C:29]3[NH:28][C:27](=[O:32])[C:26]4[NH:33][CH:34]=[CH:35][C:25]=4[C:24]=3[CH:23]=2)[CH:19]=[CH:20][CH:21]=1)=O)(C)(C)C.[CH2:36]([C:38]([O-:40])=[O:39])[CH3:37], predict the reaction product. The product is: [NH2:15][C:16]1[CH:17]=[C:18]([C:22]2[CH:31]=[CH:30][C:29]3[NH:28][C:27](=[O:32])[C:26]4[NH:33][CH:34]=[CH:35][C:25]=4[C:24]=3[CH:23]=2)[CH:19]=[CH:20][CH:21]=1.[F:1][C:2]([F:7])([F:6])[C:3]([OH:5])=[O:4].[CH2:36]([C:38]([OH:40])=[O:39])[CH3:37]. (4) Given the reactants [Cl:1][C:2]1[CH:10]=[CH:9][C:8]([C:11]2[C:12]([C@@H:27]([NH:37][C:38](=[O:55])[CH2:39][N:40]3[C:44]4[C:45]([F:50])([F:49])[C@@H:46]5[CH2:48][C@@H:47]5[C:43]=4[C:42]([C:51]([F:54])([F:53])F)=[N:41]3)[CH2:28][C:29]3[CH:34]=[C:33]([F:35])[CH:32]=[C:31]([F:36])[CH:30]=3)=[N:13][C:14]([C:17]#[C:18][CH:19]([OH:26])[C:20]3N=CN(C)[CH:24]=3)=[CH:15][CH:16]=2)=[C:7]2[C:3]=1[C:4]([NH:57][S:58]([CH3:61])(=[O:60])=[O:59])=[N:5][N:6]2[CH3:56].ClC1N=C([C@@H](NC(=O)CN2C3C(F)(F)[C@@H]4C[C@@H]4C=3C(C(F)F)=N2)CC2C=C(F)C=C(F)C=2)C(C2C=CC(Cl)=C3C=2N(C)N=C3NS(C)(=O)=O)=CC=1.C(C1(O[Si:119]([CH:126]([CH3:128])[CH3:127])([CH:123]([CH3:125])[CH3:124])[CH:120]([CH3:122])[CH3:121])CC1)#C, predict the reaction product. The product is: [Cl:1][C:2]1[CH:10]=[CH:9][C:8]([C:11]2[C:12]([C@@H:27]([NH:37][C:38](=[O:55])[CH2:39][N:40]3[C:44]4[C:45]([F:50])([F:49])[C@@H:46]5[CH2:48][C@@H:47]5[C:43]=4[C:42]([CH:51]([F:53])[F:54])=[N:41]3)[CH2:28][C:29]3[CH:34]=[C:33]([F:35])[CH:32]=[C:31]([F:36])[CH:30]=3)=[N:13][C:14]([C:17]#[C:18][C:19]3([O:26][Si:119]([CH:126]([CH3:128])[CH3:127])([CH:123]([CH3:125])[CH3:124])[CH:120]([CH3:122])[CH3:121])[CH2:20][CH2:24]3)=[CH:15][CH:16]=2)=[C:7]2[C:3]=1[C:4]([NH:57][S:58]([CH3:61])(=[O:60])=[O:59])=[N:5][N:6]2[CH3:56]. (5) Given the reactants Cl.[NH2:2][OH:3].[C:4]([C:8]1[CH:9]=[C:10]([C:17]2[CH:18]=[N:19][C:20]([C:23]([F:26])([F:25])[F:24])=[CH:21][CH:22]=2)[C:11]([OH:16])=[C:12]([CH:15]=1)[CH:13]=O)([CH3:7])([CH3:6])[CH3:5].C([O-])(=O)C.[Na+], predict the reaction product. The product is: [C:4]([C:8]1[CH:9]=[C:10]([C:17]2[CH:18]=[N:19][C:20]([C:23]([F:26])([F:25])[F:24])=[CH:21][CH:22]=2)[C:11]([OH:16])=[C:12]([CH:15]=1)[CH:13]=[N:2][OH:3])([CH3:7])([CH3:6])[CH3:5].